Task: Predict which catalyst facilitates the given reaction.. Dataset: Catalyst prediction with 721,799 reactions and 888 catalyst types from USPTO Reactant: [F:1][C:2]1[CH:23]=[CH:22][CH:21]=[C:20]([F:24])[C:3]=1[CH2:4][O:5][C:6]1[C:7]2[N:8]([C:13]([C:17]([OH:19])=[O:18])=[C:14]([CH3:16])[N:15]=2)[CH:9]=[C:10]([CH3:12])[CH:11]=1.CN(C(ON1N=NC2C=CC=NC1=2)=[N+](C)C)C.F[P-](F)(F)(F)(F)F.C(N(CC)C(C)C)(C)C.Cl.Cl.[C:60]12([NH2:71])[CH2:69][CH:64]3[CH2:65][CH:66]([CH2:68][C:62]([NH2:70])([CH2:63]3)[CH2:61]1)[CH2:67]2. The catalyst class is: 623. Product: [CH:17]([OH:19])=[O:18].[NH2:70][C:62]12[CH2:68][CH:66]3[CH2:65][CH:64]([CH2:69][C:60]([NH:71][C:17]([C:13]4[N:8]5[CH:9]=[C:10]([CH3:12])[CH:11]=[C:6]([O:5][CH2:4][C:3]6[C:20]([F:24])=[CH:21][CH:22]=[CH:23][C:2]=6[F:1])[C:7]5=[N:15][C:14]=4[CH3:16])=[O:19])([CH2:67]3)[CH2:61]1)[CH2:63]2.